From a dataset of Catalyst prediction with 721,799 reactions and 888 catalyst types from USPTO. Predict which catalyst facilitates the given reaction. Reactant: [CH3:1][C:2]1[CH:11]=[C:10]2[C:5]([C:6]([N:19]3[CH2:24][CH2:23][NH:22][CH2:21][CH2:20]3)=[N:7][C:8]([C:12]3[CH:17]=[CH:16][CH:15]=[CH:14][C:13]=3[OH:18])=[N:9]2)=[CH:4][CH:3]=1.[CH2:25]([O:27][C:28](=[O:34])[CH:29]=[CH:30][C:31](O)=[O:32])[CH3:26].C(N(CC)CC)C.F[P-](F)(F)(F)(F)F.N1(O[P+](N(C)C)(N(C)C)N(C)C)C2C=CC=CC=2N=N1. Product: [CH2:25]([O:27][C:28](=[O:34])[CH:29]=[CH:30][C:31]([N:22]1[CH2:23][CH2:24][N:19]([C:6]2[C:5]3[C:10](=[CH:11][C:2]([CH3:1])=[CH:3][CH:4]=3)[N:9]=[C:8]([C:12]3[CH:17]=[CH:16][CH:15]=[CH:14][C:13]=3[OH:18])[N:7]=2)[CH2:20][CH2:21]1)=[O:32])[CH3:26]. The catalyst class is: 34.